Dataset: Full USPTO retrosynthesis dataset with 1.9M reactions from patents (1976-2016). Task: Predict the reactants needed to synthesize the given product. (1) Given the product [Cl:39][C:2]1[CH:3]=[C:4]([NH:9][C:10]2[C:19]3[C:14](=[CH:15][C:16]([O:34][CH2:35][CH:36]4[CH2:38][CH2:37]4)=[C:17]([NH:20][C:21](=[O:33])[CH:22]=[CH:23][CH2:24][N:25]([CH2:26][C:27]([O:28][CH3:29])=[O:32])[CH2:30][C@H:43]([OH:44])[CH3:40])[CH:18]=3)[N:13]=[CH:12][N:11]=2)[CH:5]=[CH:6][C:7]=1[F:8], predict the reactants needed to synthesize it. The reactants are: Cl[C:2]1[CH:3]=[C:4]([NH:9][C:10]2[C:19]3[C:14](=[CH:15][C:16]([O:34][CH2:35][CH:36]4[CH2:38][CH2:37]4)=[C:17]([NH:20][C:21](=[O:33])[CH:22]=[CH:23][CH2:24][N:25]4[CH2:30][C@@H:29](C)[O:28][C:27](=[O:32])[CH2:26]4)[CH:18]=3)[N:13]=[CH:12][N:11]=2)[CH:5]=[CH:6][C:7]=1[F:8].[ClH:39].[CH2:40](Cl)Cl.[CH3:43][OH:44]. (2) Given the product [CH:8]1([C@@H:11]([C:17]2[CH:26]=[C:25]3[C:20]([CH2:21][CH2:22][C@@H:23]([C:27]4[CH:32]=[CH:31][C:30]([C:33]5[CH:38]=[C:37]([O:39][CH3:40])[CH:36]=[CH:35][C:34]=5[F:41])=[CH:29][CH:28]=4)[O:24]3)=[CH:19][CH:18]=2)[C@H:12]([CH3:16])[C:13]([O-:15])=[O:14])[CH2:10][CH2:9]1.[Na+:44], predict the reactants needed to synthesize it. The reactants are: C(NC(C)C)(C)C.[CH:8]1([C@@H:11]([C:17]2[CH:26]=[C:25]3[C:20]([CH2:21][CH2:22][C@@H:23]([C:27]4[CH:32]=[CH:31][C:30]([C:33]5[CH:38]=[C:37]([O:39][CH3:40])[CH:36]=[CH:35][C:34]=5[F:41])=[CH:29][CH:28]=4)[O:24]3)=[CH:19][CH:18]=2)[C@H:12]([CH3:16])[C:13]([OH:15])=[O:14])[CH2:10][CH2:9]1.Cl.[OH-].[Na+:44]. (3) Given the product [Br:1][C:2]1[C:3]([O:14][CH2:21][O:22][CH3:23])=[C:4]([CH:7]=[C:8]([C:10]([CH3:11])([CH3:13])[CH3:12])[CH:9]=1)[CH:5]=[O:6], predict the reactants needed to synthesize it. The reactants are: [Br:1][C:2]1[C:3]([OH:14])=[C:4]([CH:7]=[C:8]([C:10]([CH3:13])([CH3:12])[CH3:11])[CH:9]=1)[CH:5]=[O:6].C(=O)([O-])[O-].[K+].[K+].[CH3:21][O:22][CH2:23]Cl. (4) Given the product [Cl:1][C:2]1[CH:7]=[CH:6][C:5]([C@H:8]2[O:12][C@@H:11]([CH2:13][OH:14])[CH2:10][CH2:9]2)=[CH:4][CH:3]=1, predict the reactants needed to synthesize it. The reactants are: [Cl:1][C:2]1[CH:7]=[CH:6][C:5]([C:8]2[O:12][C:11]([CH:13]=[O:14])=[CH:10][CH:9]=2)=[CH:4][CH:3]=1. (5) Given the product [CH3:35][O:34][C:5]([CH3:33])([CH2:6][C:7]1[CH:8]=[CH:9][C:10]([O:13][CH2:14][CH2:15][C:16]2[N:17]([CH2:30][CH2:31][CH3:32])[C:18](=[O:29])[N:19]([CH2:21][C:22]3[CH:23]=[CH:24][C:25]([CH3:28])=[CH:26][CH:27]=3)[CH:20]=2)=[CH:11][CH:12]=1)[C:4]([OH:36])=[O:3], predict the reactants needed to synthesize it. The reactants are: C([O:3][C:4](=[O:36])[C:5]([O:34][CH3:35])([CH3:33])[CH2:6][C:7]1[CH:12]=[CH:11][C:10]([O:13][CH2:14][CH2:15][C:16]2[N:17]([CH2:30][CH2:31][CH3:32])[C:18](=[O:29])[N:19]([CH2:21][C:22]3[CH:27]=[CH:26][C:25]([CH3:28])=[CH:24][CH:23]=3)[CH:20]=2)=[CH:9][CH:8]=1)C.[OH-].[Na+].Cl. (6) Given the product [CH3:1][C:2]1[CH:15]=[C:14]([CH:13]=[CH:12][C:3]=1[O:4][CH2:5][CH2:6][N:7]1[CH2:11][CH2:10][CH2:9][CH2:8]1)[NH2:16], predict the reactants needed to synthesize it. The reactants are: [CH3:1][C:2]1[CH:15]=[C:14]([N+:16]([O-])=O)[CH:13]=[CH:12][C:3]=1[O:4][CH2:5][CH2:6][N:7]1[CH2:11][CH2:10][CH2:9][CH2:8]1.